From a dataset of Reaction yield outcomes from USPTO patents with 853,638 reactions. Predict the reaction yield, written as a fraction of the theoretical maximum amount of product (1.0 means a 100% yield; for example, 0.34 means a 34% yield). (1) The reactants are [Br:1][C:2]1[CH:3]=[C:4]([C:14]([OH:16])=O)[C:5]2[CH:6]=[N:7][N:8]([CH2:11][CH2:12][CH3:13])[C:9]=2[CH:10]=1.[NH2:17][CH2:18][C:19]1[C:20](=[O:29])[NH:21][C:22]([CH3:28])=[CH:23][C:24]=1[CH2:25][CH2:26][CH3:27]. No catalyst specified. The product is [Br:1][C:2]1[CH:3]=[C:4]([C:14]([NH:17][CH2:18][C:19]2[C:20](=[O:29])[NH:21][C:22]([CH3:28])=[CH:23][C:24]=2[CH2:25][CH2:26][CH3:27])=[O:16])[C:5]2[CH:6]=[N:7][N:8]([CH2:11][CH2:12][CH3:13])[C:9]=2[CH:10]=1. The yield is 0.425. (2) The yield is 0.214. The catalyst is C(Cl)Cl. The product is [C:6]([NH2:8])(=[O:7])[C:5]1[CH:32]=[CH:33][CH:2]=[CH:3][CH:4]=1. The reactants are F[C:2]1[CH:33]=[CH:32][C:5]([C:6](/[N:8]=C2\NC3C=CC(CO)=CC=3N\2[C@H]2CC[C@@H](C(=O)NC(C)C)CC2)=[O:7])=[CH:4][CH:3]=1.S(Cl)(Cl)=O.Cl.N1CC(C(O)(C)C)C1.C1CCN2C(=NCCC2)CC1.